This data is from Forward reaction prediction with 1.9M reactions from USPTO patents (1976-2016). The task is: Predict the product of the given reaction. (1) Given the reactants [O:1]1[CH2:6][CH2:5][C:4](=O)[CH2:3][CH2:2]1.[C:8]([O:12][C:13](=[O:18])[NH:14][CH2:15][CH2:16][NH2:17])([CH3:11])([CH3:10])[CH3:9], predict the reaction product. The product is: [C:8]([O:12][C:13](=[O:18])[NH:14][CH2:15][CH2:16][NH:17][CH:4]1[CH2:5][CH2:6][O:1][CH2:2][CH2:3]1)([CH3:11])([CH3:9])[CH3:10]. (2) Given the reactants S(Cl)(Cl)=O.[NH2:5][C:6]1[CH:7]=[C:8]([CH2:13][CH2:14][C:15]([O:17][C:18](C)(C)C)=[O:16])[CH:9]=[CH:10][C:11]=1[Cl:12].O, predict the reaction product. The product is: [NH2:5][C:6]1[CH:7]=[C:8]([CH2:13][CH2:14][C:15]([O:17][CH3:18])=[O:16])[CH:9]=[CH:10][C:11]=1[Cl:12]. (3) Given the reactants C[O:2][CH2:3][C@H:4]([CH3:39])[O:5][C:6]1[CH:7]=[C:8]([CH:25]=[C:26]([C:28]2[NH:29][C:30]([C:33]3[O:34][C@@H:35]([CH3:38])[CH2:36][N:37]=3)=[CH:31][CH:32]=2)[CH:27]=1)[O:9][C:10]1[CH:15]=[N:14][C:13]([C:16]([N:18]2[CH2:23][CH2:22][N:21]([CH3:24])[CH2:20][CH2:19]2)=[O:17])=[CH:12][N:11]=1.B(Br)(Br)Br.C(=O)([O-])O.[Na+], predict the reaction product. The product is: [CH3:38][C@@H:35]1[O:34][C:33]([C:30]2[NH:29][C:28]([C:26]3[CH:27]=[C:6]([CH:7]=[C:8]([O:9][C:10]4[CH:15]=[N:14][C:13]([C:16]([N:18]5[CH2:19][CH2:20][N:21]([CH3:24])[CH2:22][CH2:23]5)=[O:17])=[CH:12][N:11]=4)[CH:25]=3)[O:5][C@@H:4]([CH3:39])[CH2:3][OH:2])=[CH:32][CH:31]=2)=[N:37][CH2:36]1. (4) The product is: [Cl:1][C:2]1[CH:3]=[C:4]([CH3:12])[C:5]([CH:9]([C:16](=[O:17])[CH3:15])[C:10]#[N:11])=[C:6]([CH3:8])[CH:7]=1. Given the reactants [Cl:1][C:2]1[CH:7]=[C:6]([CH3:8])[C:5]([CH2:9][C:10]#[N:11])=[C:4]([CH3:12])[CH:3]=1.[Na].Cl.[CH3:15][CH2:16][O:17]C(C)=O, predict the reaction product. (5) Given the reactants [Br:1][C:2]1[CH:7]=[CH:6][C:5]([CH:8]([OH:23])[CH2:9][CH2:10][CH:11]([C:13]2[CH:18]=[CH:17][C:16]([Cl:19])=[C:15]([N+:20]([O-:22])=[O:21])[CH:14]=2)[OH:12])=[CH:4][CH:3]=1.C(N(CC)CC)C.[CH3:31][S:32](Cl)(=[O:34])=[O:33], predict the reaction product. The product is: [CH3:31][S:32]([O:23][CH:8]([C:5]1[CH:6]=[CH:7][C:2]([Br:1])=[CH:3][CH:4]=1)[CH2:9][CH2:10][CH:11]([O:12][S:32]([CH3:31])(=[O:34])=[O:33])[C:13]1[CH:18]=[CH:17][C:16]([Cl:19])=[C:15]([N+:20]([O-:22])=[O:21])[CH:14]=1)(=[O:34])=[O:33].